This data is from Reaction yield outcomes from USPTO patents with 853,638 reactions. The task is: Predict the reaction yield, written as a fraction of the theoretical maximum amount of product (1.0 means a 100% yield; for example, 0.34 means a 34% yield). (1) The yield is 0.860. The catalyst is O1CCCC1. The reactants are [C:1]1([N:7]=[C:8]=[O:9])[CH:6]=[CH:5][CH:4]=[CH:3][CH:2]=1.[NH2:10][C:11]1[CH:12]=[C:13]2[CH2:19][C:18]3([CH:24]4[CH2:25][CH2:26][N:21]([CH2:22][CH2:23]4)[CH2:20]3)[O:17][C:14]2=[N:15][CH:16]=1. The product is [C:1]1([NH:7][C:8]([NH:10][C:11]2[CH:12]=[C:13]3[CH2:19][C:18]4([CH:24]5[CH2:23][CH2:22][N:21]([CH2:26][CH2:25]5)[CH2:20]4)[O:17][C:14]3=[N:15][CH:16]=2)=[O:9])[CH:6]=[CH:5][CH:4]=[CH:3][CH:2]=1. (2) The reactants are [CH:1]1([C:7]2[CH:12]=[CH:11][C:10]([C:13]3[NH:17][CH:16]=[C:15]([C:18](OC)=[O:19])[CH:14]=3)=[CH:9][CH:8]=2)[CH2:6][CH2:5][CH2:4][CH2:3][CH2:2]1.[H-].C([Al+]CC(C)C)C(C)C.Cl. The catalyst is O1CCCC1.C1(C)C=CC=CC=1.C(OCC)(=O)C. The product is [CH:1]1([C:7]2[CH:12]=[CH:11][C:10]([C:13]3[NH:17][CH:16]=[C:15]([CH2:18][OH:19])[CH:14]=3)=[CH:9][CH:8]=2)[CH2:2][CH2:3][CH2:4][CH2:5][CH2:6]1. The yield is 0.400.